The task is: Binary Classification. Given a drug SMILES string, predict its activity (active/inactive) in a high-throughput screening assay against a specified biological target.. This data is from HIV replication inhibition screening data with 41,000+ compounds from the AIDS Antiviral Screen. (1) The compound is CCOP(=O)(C=C=C1CCC2C3CCc4cc(OC)ccc4C3CCC12C)OCC. The result is 0 (inactive). (2) The compound is N#CC(=Cc1ccc(F)cc1)C(=O)c1ccccc1. The result is 0 (inactive). (3) The drug is COc1ccc(C=NN2C(=O)c3c(N)c(C#N)c(-c4ccccc4)c(-c4ccccc4)c3C2=O)cc1. The result is 0 (inactive). (4) The drug is COc1c2c3c(ccnc3c3ccccc13)C(=O)N2C. The result is 0 (inactive). (5) The drug is CC12CC(=O)CC1(C)CC(=O)C2. The result is 0 (inactive). (6) The molecule is COc1ccc(C(=O)CC2(O)C(=O)N(CN3CCOCC3)c3ccc(Br)cc32)cc1. The result is 0 (inactive).